Dataset: Reaction yield outcomes from USPTO patents with 853,638 reactions. Task: Predict the reaction yield, written as a fraction of the theoretical maximum amount of product (1.0 means a 100% yield; for example, 0.34 means a 34% yield). (1) The reactants are [NH2:1][C:2]1[CH:7]=[CH:6][CH:5]=[CH:4][C:3]=1[B:8]([OH:10])[OH:9].C(N(CC)CC)C.[C:18](Cl)(=[O:20])[CH3:19]. No catalyst specified. The product is [C:18]([NH:1][C:2]1[CH:7]=[CH:6][CH:5]=[CH:4][C:3]=1[B:8]([OH:10])[OH:9])(=[O:20])[CH3:19]. The yield is 0.630. (2) The reactants are C[Si]([N-][Si](C)(C)C)(C)C.[Li+].[Br:11][C:12]1[CH:13]=[C:14]2[C:18](=[CH:19][CH:20]=1)[NH:17][CH:16]=[CH:15]2.[CH:21]([Si:24](Cl)([CH:28]([CH3:30])[CH3:29])[CH:25]([CH3:27])[CH3:26])([CH3:23])[CH3:22]. The catalyst is C1COCC1. The product is [Br:11][C:12]1[CH:13]=[C:14]2[C:18](=[CH:19][CH:20]=1)[N:17]([Si:24]([CH:28]([CH3:30])[CH3:29])([CH:25]([CH3:27])[CH3:26])[CH:21]([CH3:23])[CH3:22])[CH:16]=[CH:15]2. The yield is 0.990. (3) The reactants are Br[C:2]1[CH:3]=[C:4]([NH:10][C:11]2[CH:20]=[CH:19][C:18]3[CH2:17][N:16]([CH2:21][CH3:22])[CH2:15][CH2:14][C:13]=3[N:12]=2)[C:5](=[O:9])[N:6]([CH3:8])[CH:7]=1.C([O:26][CH2:27][C:28]1[C:33]([N:34]2[CH2:45][CH2:44][N:43]3[C:36](=[CH:37][C:38]4[CH2:39][C:40]([CH3:47])([CH3:46])[CH2:41][C:42]=43)[C:35]2=[O:48])=[CH:32][C:31]([F:49])=[CH:30][C:29]=1B1OC(C)(C)C(C)(C)O1)(=O)C. The catalyst is C([O-])([O-])=O.[Na+].[Na+].COCCOC.C1C=CC([P]([Pd]([P](C2C=CC=CC=2)(C2C=CC=CC=2)C2C=CC=CC=2)([P](C2C=CC=CC=2)(C2C=CC=CC=2)C2C=CC=CC=2)[P](C2C=CC=CC=2)(C2C=CC=CC=2)C2C=CC=CC=2)(C2C=CC=CC=2)C2C=CC=CC=2)=CC=1. The product is [CH2:21]([N:16]1[CH2:15][CH2:14][C:13]2[N:12]=[C:11]([NH:10][C:4]3[C:5](=[O:9])[N:6]([CH3:8])[CH:7]=[C:2]([C:29]4[C:28]([CH2:27][OH:26])=[C:33]([N:34]5[CH2:45][CH2:44][N:43]6[C:36](=[CH:37][C:38]7[CH2:39][C:40]([CH3:46])([CH3:47])[CH2:41][C:42]=76)[C:35]5=[O:48])[CH:32]=[C:31]([F:49])[CH:30]=4)[CH:3]=3)[CH:20]=[CH:19][C:18]=2[CH2:17]1)[CH3:22]. The yield is 0.0700. (4) The reactants are [C-:1]#[N:2].[Na+].Br[CH2:5][C:6]1[CH:15]=[CH:14][C:9]([C:10]([O:12][CH3:13])=[O:11])=[CH:8][CH:7]=1. The catalyst is CS(C)=O. The product is [C:1]([CH2:5][C:6]1[CH:15]=[CH:14][C:9]([C:10]([O:12][CH3:13])=[O:11])=[CH:8][CH:7]=1)#[N:2]. The yield is 0.550. (5) The catalyst is C(Cl)Cl.[Cu]I. The product is [C:1]([O:5][C:6](=[O:22])[NH:7][C:8]1[CH:13]=[CH:12][N:11]([CH2:14][CH2:15][CH2:16][CH2:17][N:18]2[CH:46]=[C:45]([C:44](=[O:47])[NH:43][CH2:42][C:41]3[CH:48]=[CH:49][CH:50]=[C:39]([O:38][C:37]([F:51])([F:36])[F:52])[CH:40]=3)[N:20]=[N:19]2)[C:10](=[O:21])[CH:9]=1)([CH3:4])([CH3:2])[CH3:3]. The yield is 0.780. The reactants are [C:1]([O:5][C:6](=[O:22])[NH:7][C:8]1[CH:13]=[CH:12][N:11]([CH2:14][CH2:15][CH2:16][CH2:17][N:18]=[N+:19]=[N-:20])[C:10](=[O:21])[CH:9]=1)([CH3:4])([CH3:3])[CH3:2].CCN(C(C)C)C(C)C.CC(O)=O.[F:36][C:37]([F:52])([F:51])[O:38][C:39]1[CH:40]=[C:41]([CH:48]=[CH:49][CH:50]=1)[CH2:42][NH:43][C:44](=[O:47])[C:45]#[CH:46]. (6) The reactants are [CH2:1]([O:3][C:4](=[O:24])[C:5]1[CH:10]=[CH:9][C:8]([NH:11][C:12]2[N:16]=[CH:15][N:14]([C:17]3[CH:22]=[CH:21][N:20]=[C:19](Cl)[CH:18]=3)[N:13]=2)=[CH:7][CH:6]=1)[CH3:2].[CH3:25][C@H:26]1[NH:31][C@@H:30]([CH3:32])[CH2:29][NH:28][CH2:27]1.CCN(C(C)C)C(C)C.[CH3:42][C:43](OCC1C2C(=CC=CC=2)C(COC(C)=O)=C2C=1C=CC=C2)=[O:44]. The catalyst is CN1C(=O)CCC1.C(Cl)Cl.CN(C=O)C. The product is [CH2:1]([O:3][C:4](=[O:24])[C:5]1[CH:10]=[CH:9][C:8]([NH:11][C:12]2[N:16]=[CH:15][N:14]([C:17]3[CH:22]=[CH:21][N:20]=[C:19]([N:28]4[CH2:29][CH:30]([CH3:32])[N:31]([C:43](=[O:44])[CH3:42])[CH:26]([CH3:25])[CH2:27]4)[CH:18]=3)[N:13]=2)=[CH:7][CH:6]=1)[CH3:2]. The yield is 0.440.